The task is: Predict the product of the given reaction.. This data is from Forward reaction prediction with 1.9M reactions from USPTO patents (1976-2016). (1) Given the reactants O[CH:2]1[CH2:7][CH2:6][N:5]([C:8]([O:10][C:11]([CH3:14])([CH3:13])[CH3:12])=[O:9])[CH2:4][CH2:3]1.O1CCCC1.[CH3:20][S:21](Cl)(=[O:23])=[O:22].C(N(CC)CC)C, predict the reaction product. The product is: [CH3:20][S:21]([CH:2]1[CH2:7][CH2:6][N:5]([C:8]([O:10][C:11]([CH3:14])([CH3:13])[CH3:12])=[O:9])[CH2:4][CH2:3]1)(=[O:23])=[O:22]. (2) Given the reactants [CH3:1][C:2]1([C:7]2[O:11][C:10]([CH2:12][N:13]3[CH:17]=[CH:16][C:15]([NH2:18])=[N:14]3)=[CH:9][CH:8]=2)[O:6]CCO1.[F:19][C:20]([F:34])([F:33])[O:21][C:22]1[CH:23]=[C:24](/[CH:28]=[CH:29]/[C:30](O)=[O:31])[CH:25]=[CH:26][CH:27]=1, predict the reaction product. The product is: [C:2]([C:7]1[O:11][C:10]([CH2:12][N:13]2[CH:17]=[CH:16][C:15]([NH:18][C:30](=[O:31])/[CH:29]=[CH:28]/[C:24]3[CH:25]=[CH:26][CH:27]=[C:22]([O:21][C:20]([F:33])([F:34])[F:19])[CH:23]=3)=[N:14]2)=[CH:9][CH:8]=1)(=[O:6])[CH3:1]. (3) Given the reactants [CH3:1][CH2:2][CH2:3][CH2:4][CH2:5][NH:6][C:7]([NH:9]/[N:10]=[CH:11]/[C:12]1[C:16]2[CH:17]=[C:18]([O:21][CH3:22])[CH:19]=[CH:20][C:15]=2[NH:14][CH:13]=1)=[NH:8].C(/C(O)=O)=C/C(O)=O, predict the reaction product. The product is: [CH3:1][CH2:2][CH2:3][CH2:4][CH2:5][NH:6][C:7]([NH:9]/[N:10]=[CH:11]/[C:12]1[C:16]2[CH:17]=[C:18]([O:21][CH3:22])[CH:19]=[CH:20][C:15]=2[NH:14][CH:13]=1)=[NH:8]. (4) Given the reactants [CH2:1]([O:5][CH:6]=[CH2:7])[CH:2]([CH3:4])[CH3:3].[CH:8]([CH:10]=[CH2:11])=[O:9], predict the reaction product. The product is: [CH2:1]([O:5][CH:6]1[CH2:7][CH2:11][CH:10]=[CH:8][O:9]1)[CH:2]([CH3:4])[CH3:3]. (5) Given the reactants [CH3:1][O:2][C:3]1[CH:22]=[CH:21][C:6]([CH2:7][C@@H:8]2[C:12]3=[N:13][C:14]4[CH:19]=[CH:18][CH:17]=[CH:16][C:15]=4[N:11]3[C:10](=[O:20])[NH:9]2)=[CH:5][CH:4]=1.[F:23][C:24]([F:34])([F:33])[CH2:25][N:26]1[CH:30]=[CH:29][C:28]([CH2:31][NH2:32])=[N:27]1.C(O)(C(F)(F)F)=O, predict the reaction product. The product is: [NH:11]1[C:15]2[CH:16]=[CH:17][CH:18]=[CH:19][C:14]=2[N:13]=[C:12]1[C@H:8]([NH:9][C:10]([NH:32][CH2:31][C:28]1[CH:29]=[CH:30][N:26]([CH2:25][C:24]([F:34])([F:33])[F:23])[N:27]=1)=[O:20])[CH2:7][C:6]1[CH:21]=[CH:22][C:3]([O:2][CH3:1])=[CH:4][CH:5]=1. (6) Given the reactants [C:1](P(C(C)(C)C)C(C)(C)C)(C)(C)C.C(NC(C)C)(C)C.[NH2:21][C:22]1[N:26]([CH3:27])[C:25](=[O:28])[C:24]([C:39]2[CH:44]=[CH:43][CH:42]=[C:41](Br)[CH:40]=2)([C:29]2[CH:34]=[CH:33][C:32]([O:35][CH:36]([F:38])[F:37])=[CH:31][CH:30]=2)[N:23]=1.[OH:46][CH2:47][C:48]#[CH:49], predict the reaction product. The product is: [NH2:21][C:22]1[N:26]([CH3:27])[C:25](=[O:28])[C:24]([C:29]2[CH:34]=[CH:33][C:32]([O:35][CH:36]([F:38])[F:37])=[CH:31][CH:30]=2)([C:39]2[CH:44]=[CH:43][CH:42]=[C:41]([C:1]#[C:49][CH2:48][CH2:47][OH:46])[CH:40]=2)[N:23]=1.